Dataset: Reaction yield outcomes from USPTO patents with 853,638 reactions. Task: Predict the reaction yield, written as a fraction of the theoretical maximum amount of product (1.0 means a 100% yield; for example, 0.34 means a 34% yield). (1) The reactants are Cl.Cl.[Br:3][C:4]1[CH:9]=[CH:8][C:7]([C@@H:10]([NH:12][CH2:13][CH2:14][CH2:15][CH:16]([C:18]2[CH:23]=[CH:22][CH:21]=[CH:20][CH:19]=2)[NH2:17])[CH3:11])=[CH:6][CH:5]=1.CCN(C(C)C)C(C)C.Cl[C:34](Cl)([O:36]C(=O)OC(Cl)(Cl)Cl)Cl. The catalyst is C(Cl)Cl.CCOCC. The product is [Br:3][C:4]1[CH:5]=[CH:6][C:7]([C@@H:10]([N:12]2[CH2:13][CH2:14][CH2:15][CH:16]([C:18]3[CH:19]=[CH:20][CH:21]=[CH:22][CH:23]=3)[NH:17][C:34]2=[O:36])[CH3:11])=[CH:8][CH:9]=1. The yield is 0.0800. (2) The reactants are [CH2:1]([O:3][C:4]([C:6]1[CH:7]=[C:8]2[C:13](=[CH:14][CH:15]=1)[NH:12][CH:11]([C:16]1[CH:21]=[CH:20][CH:19]=[C:18](Br)[CH:17]=1)[C:10]([CH3:24])([CH3:23])[CH2:9]2)=[O:5])[CH3:2].[CH:25]([NH2:28])([CH3:27])[CH3:26].Cl.CN(C)CC(O)=O.C(=O)([O-])[O-].[K+].[K+]. The catalyst is CS(C)=O.[Cu]I. The product is [CH2:1]([O:3][C:4]([C:6]1[CH:7]=[C:8]2[C:13](=[CH:14][CH:15]=1)[NH:12][CH:11]([C:16]1[CH:21]=[CH:20][CH:19]=[C:18]([NH:28][CH:25]([CH3:27])[CH3:26])[CH:17]=1)[C:10]([CH3:24])([CH3:23])[CH2:9]2)=[O:5])[CH3:2]. The yield is 0.900. (3) The reactants are C([O:8][C:9]1[CH:10]=[CH:11][C:12]([CH2:16][NH:17][C:18]2[C:23]([Cl:24])=[C:22]([CH3:25])[N:21]=[C:20]([CH3:26])[N:19]=2)=[N:13][C:14]=1[Cl:15])C1C=CC=CC=1.Cl.C(=O)(O)[O-].[Na+]. The catalyst is C(O)C. The product is [Cl:15][C:14]1[C:9]([OH:8])=[CH:10][CH:11]=[C:12]([CH2:16][NH:17][C:18]2[C:23]([Cl:24])=[C:22]([CH3:25])[N:21]=[C:20]([CH3:26])[N:19]=2)[N:13]=1. The yield is 0.840. (4) The reactants are Br[C:2]1[N:6]([CH2:7][C:8]([F:11])([F:10])[F:9])[N:5]=[CH:4][C:3]=1[N+:12]([O-:14])=[O:13].[CH3:15][CH:16]1[CH2:21][NH:20][CH2:19][CH2:18][N:17]1[C:22]([O:24][C:25]([CH3:28])([CH3:27])[CH3:26])=[O:23].CCN(C(C)C)C(C)C. The catalyst is CCO. The product is [CH3:15][CH:16]1[CH2:21][N:20]([C:2]2[N:6]([CH2:7][C:8]([F:11])([F:10])[F:9])[N:5]=[CH:4][C:3]=2[N+:12]([O-:14])=[O:13])[CH2:19][CH2:18][N:17]1[C:22]([O:24][C:25]([CH3:26])([CH3:28])[CH3:27])=[O:23]. The yield is 0.480. (5) The reactants are [CH:1]1([CH2:4][OH:5])[CH2:3][CH2:2]1.[Cl:6][C:7]1[CH:8]=[C:9]2[C:13](=[CH:14][CH:15]=1)[N:12]([C:16]1[N:20]([CH3:21])[N:19]=[C:18]([CH3:22])[C:17]=1[CH2:23][CH2:24][S:25]([NH2:28])(=[O:27])=[O:26])[CH:11]=[CH:10]2.N12CCCN=C1CCCCC2.[Cl-].[NH4+].CN(C)[CH:44]=[O:45]. The catalyst is CN(C)C1C=CN=CC=1. The product is [Cl:6][C:7]1[CH:8]=[C:9]2[C:13](=[CH:14][CH:15]=1)[N:12]([C:16]1[N:20]([CH3:21])[N:19]=[C:18]([CH3:22])[C:17]=1[CH2:23][CH2:24][S:25]([NH:28][C:44](=[O:45])[O:5][CH2:4][CH:1]1[CH2:3][CH2:2]1)(=[O:27])=[O:26])[CH:11]=[CH:10]2. The yield is 0.450.